From a dataset of Reaction yield outcomes from USPTO patents with 853,638 reactions. Predict the reaction yield, written as a fraction of the theoretical maximum amount of product (1.0 means a 100% yield; for example, 0.34 means a 34% yield). (1) The reactants are [Cl:1][C:2]1[CH:9]=[CH:8][CH:7]=[C:6]([F:10])[C:3]=1[CH2:4][NH2:5].[CH:11]([N:14]([CH:17](C)C)CC)(C)C.[NH:20]1[CH2:25][CH2:24][CH2:23][CH2:22][CH2:21]1.C(#[N:28])C. The yield is 0.820. The product is [Cl:1][C:2]1[CH:9]=[CH:8][CH:7]=[C:6]([F:10])[C:3]=1[CH2:4][NH:5][C:11]([N:20]1[CH2:25][CH2:24][CH2:23][CH2:22][CH2:21]1)=[N:14][C:17]#[N:28]. The catalyst is C(Cl)Cl. (2) The reactants are [H-].C([Al+]CC(C)C)C(C)C.C[O:12][C:13]([CH:15]1[CH2:20][O:19][CH2:18][CH2:17][N:16]1[C:21]([O:23][C:24]([CH3:27])([CH3:26])[CH3:25])=[O:22])=O. The catalyst is C1(C)C=CC=CC=1. The product is [C:24]([O:23][C:21]([N:16]1[CH2:17][CH2:18][O:19][CH2:20][CH:15]1[CH:13]=[O:12])=[O:22])([CH3:27])([CH3:26])[CH3:25]. The yield is 0.620. (3) The reactants are [F:1][C:2]1[C:10]2[C:9]([CH3:12])([CH3:11])[O:8][B:7]([OH:13])[C:6]=2[CH:5]=[C:4]([CH:14]=O)[CH:3]=1.[NH2:16][OH:17].Cl.CC([O-])=O.[Na+]. The catalyst is C1COCC1.O. The product is [F:1][C:2]1[C:10]2[C:9]([CH3:12])([CH3:11])[O:8][B:7]([OH:13])[C:6]=2[CH:5]=[C:4](/[CH:14]=[N:16]/[OH:17])[CH:3]=1. The yield is 0.958. (4) The reactants are [Cl:1][C:2]1[C:3]([OH:11])=[N:4][CH:5]=[C:6]([N+:8]([O-:10])=[O:9])[CH:7]=1.[C:12]([O-])([O-])=O.[K+].[K+].CI. The product is [Cl:1][C:2]1[C:3](=[O:11])[N:4]([CH3:12])[CH:5]=[C:6]([N+:8]([O-:10])=[O:9])[CH:7]=1. The catalyst is CN(C=O)C. The yield is 0.950. (5) The reactants are Cl.[C:2]([NH:6][NH2:7])([CH3:5])([CH3:4])[CH3:3].[OH-].[Na+].[CH3:10][O:11][C:12]1([O:21][CH3:22])[CH2:15][CH:14]([C:16](=O)[CH2:17][C:18]#[N:19])[CH2:13]1. The catalyst is CCOC(C)=O.CCO. The product is [C:2]([N:6]1[C:18]([NH2:19])=[CH:17][C:16]([CH:14]2[CH2:15][C:12]([O:11][CH3:10])([O:21][CH3:22])[CH2:13]2)=[N:7]1)([CH3:5])([CH3:4])[CH3:3]. The yield is 0.860. (6) The reactants are [F:1][C:2]1[CH:3]=[C:4]([CH:7]=[CH:8][C:9]=1[CH3:10])[CH2:5][NH2:6].C(N(C(C)C)C(C)C)C.[Br:20][CH:21]([CH2:25][CH2:26][Br:27])[C:22](Cl)=[O:23]. The catalyst is ClCCl. The product is [Br:20][CH:21]([CH2:25][CH2:26][Br:27])[C:22]([NH:6][CH2:5][C:4]1[CH:7]=[CH:8][C:9]([CH3:10])=[C:2]([F:1])[CH:3]=1)=[O:23]. The yield is 0.850. (7) The reactants are Cl[C:2]([O:4]CC)=[O:3].IC.[NH:9]([C:17]([O:19][C:20]([CH3:23])([CH3:22])[CH3:21])=[O:18])[C@H:10]([C:14](O)=O)[CH:11]([CH3:13])[CH3:12].[CH2:24](N(CC)CC)C.[N+](=C)=[N-]. The catalyst is C1COCC1.CCOCC. The product is [C:20]([O:19][C:17]([N:9]([CH3:24])[C@@H:10]([CH:11]([CH3:13])[CH3:12])[CH2:14][C:2]([OH:4])=[O:3])=[O:18])([CH3:23])([CH3:22])[CH3:21]. The yield is 0.810. (8) The reactants are [C:1]([C:3]1[CH:8]=[CH:7][CH:6]=[CH:5][C:4]=1[C:9]1[CH:14]=[CH:13][C:12]([CH2:15][C:16]2[C:17](=[O:43])[N:18]([C@H:29]3[CH2:34][CH2:33][C@H:32]([O:35][CH2:36][C:37](N(OC)C)=[O:38])[CH2:31][CH2:30]3)[C:19]3[N:20]([N:25]=[C:26]([CH3:28])[N:27]=3)[C:21]=2[CH2:22][CH2:23][CH3:24])=[CH:11][CH:10]=1)#[N:2].[CH2:44]([Mg]Br)[CH3:45].Cl. The catalyst is O1CCCC1. The product is [CH3:28][C:26]1[N:27]=[C:19]2[N:18]([C@H:29]3[CH2:30][CH2:31][C@H:32]([O:35][CH2:36][C:37](=[O:38])[CH2:44][CH3:45])[CH2:33][CH2:34]3)[C:17](=[O:43])[C:16]([CH2:15][C:12]3[CH:13]=[CH:14][C:9]([C:4]4[C:3]([C:1]#[N:2])=[CH:8][CH:7]=[CH:6][CH:5]=4)=[CH:10][CH:11]=3)=[C:21]([CH2:22][CH2:23][CH3:24])[N:20]2[N:25]=1. The yield is 1.00. (9) The yield is 0.800. The product is [CH3:1][C:2]1[C:3]([CH2:11][S@:12]([C:13]2[NH:17][C:16]3[CH:18]=[CH:19][CH:20]=[CH:21][C:15]=3[N:14]=2)=[O:27])=[N:4][CH:5]=[CH:6][C:7]=1[N+:8]([O-:10])=[O:9]. The reactants are [CH3:1][C:2]1[C:3]([CH2:11][S:12][C:13]2[NH:14][C:15]3[CH:21]=[CH:20][CH:19]=[CH:18][C:16]=3[N:17]=2)=[N:4][CH:5]=[CH:6][C:7]=1[N+:8]([O-:10])=[O:9].C([C@@](C([O-])=O)(O)[C@@](CC)(O)C([O-])=[O:27])C.C(N(C(C)C)CC)(C)C.[O-]O.C1(C(C)C)C=CC=CC=1.S([O-])([O-])(=O)=S.[Na+].[Na+].[OH-].[Na+].C(OC(C)C)(=O)C.S(=O)(O)[O-].[Na+]. The catalyst is C1COCC1.CC(C)[O-].[Ti+4].CC(C)[O-].CC(C)[O-].CC(C)[O-].O. (10) The reactants are [CH:1]([N:4]1[C:8]2[CH:9]=[CH:10][CH:11]=[CH:12][C:7]=2[N:6]([C:13]([NH:15][CH2:16][CH:17]2[CH2:22][CH2:21][N:20](C(OC(C)(C)C)=O)[CH2:19][CH2:18]2)=[O:14])[C:5]1=[O:30])([CH3:3])[CH3:2]. The catalyst is Cl.CO. The product is [CH:1]([N:4]1[C:8]2[CH:9]=[CH:10][CH:11]=[CH:12][C:7]=2[N:6]([C:13]([NH:15][CH2:16][CH:17]2[CH2:18][CH2:19][NH:20][CH2:21][CH2:22]2)=[O:14])[C:5]1=[O:30])([CH3:3])[CH3:2]. The yield is 0.750.